Dataset: Catalyst prediction with 721,799 reactions and 888 catalyst types from USPTO. Task: Predict which catalyst facilitates the given reaction. (1) Product: [N:1]1[S:2][N:3]=[C:4]2[CH:9]=[C:8]([O:10][C:11]3[N:19]=[CH:18][CH:17]=[CH:16][C:12]=3[C:13]([NH:20][CH2:21][C:22]3[CH:27]=[CH:26][C:25]([C:28]([OH:31])([CH3:29])[CH3:30])=[CH:24][CH:23]=3)=[O:15])[CH:7]=[CH:6][C:5]=12. The catalyst class is: 35. Reactant: [N:1]1[S:2][N:3]=[C:4]2[CH:9]=[C:8]([O:10][C:11]3[N:19]=[CH:18][CH:17]=[CH:16][C:12]=3[C:13]([OH:15])=O)[CH:7]=[CH:6][C:5]=12.[NH2:20][CH2:21][C:22]1[CH:27]=[CH:26][C:25]([C:28]([OH:31])([CH3:30])[CH3:29])=[CH:24][CH:23]=1.O.ON1C2C=CC=CC=2N=N1.Cl.CN(C)CCCN=C=NCC. (2) Reactant: [BrH:1].[N+:2]([C:5]1[CH:6]=[C:7]([CH:9]=[CH:10][CH:11]=1)N)([O-:4])=[O:3].CC1(C)N([O])C(C)(C)CCC1.N([O-])=O.[Na+].[OH-].[Na+]. Product: [Br:1][C:7]1[CH:6]=[C:5]([N+:2]([O-:4])=[O:3])[CH:11]=[CH:10][CH:9]=1. The catalyst class is: 192. (3) Reactant: Cl[C:2]1[C:3]2[N:4]([C:8]([C:13](=[O:17])[CH2:14][CH2:15][CH3:16])=[C:9]([CH2:11][CH3:12])[N:10]=2)[CH:5]=[CH:6][N:7]=1.[CH3:18][C:19]1[CH:24]=[C:23]([CH3:25])[C:22](B(O)O)=[C:21]([O:29][CH3:30])[CH:20]=1.O.O.O.O.O.O.O.O.[OH-].[Ba+2].[OH-]. Product: [CH2:11]([C:9]1[N:10]=[C:3]2[C:2]([C:20]3[C:19]([CH3:18])=[CH:24][C:23]([CH3:25])=[CH:22][C:21]=3[O:29][CH3:30])=[N:7][CH:6]=[CH:5][N:4]2[C:8]=1[C:13](=[O:17])[CH2:14][CH2:15][CH3:16])[CH3:12]. The catalyst class is: 149. (4) Reactant: [Cl:1][C:2]1[N:7]=[C:6]([OH:8])[CH:5]=[CH:4][CH:3]=1.[C:9]1([CH:15]([C:34]2[CH:39]=[CH:38][CH:37]=[CH:36][CH:35]=2)[CH2:16][N:17]([CH2:30][CH2:31][CH2:32]O)[CH2:18][C:19]2[CH:24]=[CH:23][CH:22]=[C:21]([C:25]([F:28])([F:27])[F:26])[C:20]=2[Cl:29])[CH:14]=[CH:13][CH:12]=[CH:11][CH:10]=1.OC1C=C(C=CC=1)CC1N(COCC)N=NN=1.BrCCCO. Product: [ClH:1].[Cl:1][C:2]1[N:7]=[C:6]([O:8][CH2:32][CH2:31][CH2:30][N:17]([CH2:18][C:19]2[CH:24]=[CH:23][CH:22]=[C:21]([C:25]([F:26])([F:27])[F:28])[C:20]=2[Cl:29])[CH2:16][CH:15]([C:34]2[CH:39]=[CH:38][CH:37]=[CH:36][CH:35]=2)[C:9]2[CH:10]=[CH:11][CH:12]=[CH:13][CH:14]=2)[CH:5]=[CH:4][CH:3]=1. The catalyst class is: 27.